Task: Predict the product of the given reaction.. Dataset: Forward reaction prediction with 1.9M reactions from USPTO patents (1976-2016) (1) Given the reactants [OH:1][C:2]1([CH3:17])[CH2:6][N:5](C(OC(C)(C)C)=O)[C@H:4]([CH:14]([CH3:16])[CH3:15])[CH2:3]1.[C:18]([OH:24])([C:20]([F:23])([F:22])[F:21])=[O:19], predict the reaction product. The product is: [CH3:17][C:2]1([OH:1])[CH2:3][C@@H:4]([CH:14]([CH3:16])[CH3:15])[NH:5][CH2:6]1.[C:18]([OH:24])([C:20]([F:23])([F:22])[F:21])=[O:19]. (2) Given the reactants [NH2:1][C:2]1[CH:7]=[C:6]([C:8]#[N:9])[CH:5]=[CH:4][N:3]=1.Cl[CH:11]([C:17]([C:19]([F:22])([F:21])[F:20])=O)[C:12]([O:14][CH2:15][CH3:16])=[O:13].C(=O)([O-])O.[Na+], predict the reaction product. The product is: [C:8]([C:6]1[CH:5]=[CH:4][N:3]2[C:11]([C:12]([O:14][CH2:15][CH3:16])=[O:13])=[C:17]([C:19]([F:20])([F:22])[F:21])[N:1]=[C:2]2[CH:7]=1)#[N:9]. (3) Given the reactants [C:1]([N:4]1[C:12]2[C:7](=[CH:8][C:9]([O:13][CH3:14])=[CH:10][CH:11]=2)[CH2:6][C@H:5]1[CH3:15])(=[O:3])[CH3:2].[N:16]([O-:18])=[O:17].[Na+].O, predict the reaction product. The product is: [C:1]([N:4]1[C:12]2[C:7](=[CH:8][C:9]([O:13][CH3:14])=[C:10]([N+:16]([O-:18])=[O:17])[CH:11]=2)[CH2:6][C@H:5]1[CH3:15])(=[O:3])[CH3:2]. (4) The product is: [N:4]1([C:10]2[N:11]=[C:12]([CH2:17][C:18]([O-:20])=[O:19])[NH:13][C:14](=[O:16])[CH:15]=2)[CH2:5][CH2:6][O:7][CH2:8][CH2:9]1.[Li+:3]. Given the reactants O.[OH-].[Li+:3].[N:4]1([C:10]2[N:11]=[C:12]([CH2:17][C:18]([O:20]CC)=[O:19])[NH:13][C:14](=[O:16])[CH:15]=2)[CH2:9][CH2:8][O:7][CH2:6][CH2:5]1, predict the reaction product. (5) Given the reactants [F:1][C:2]([F:18])([F:17])[C:3]1[CH:8]=[C:7]([C:9]([F:12])([F:11])[F:10])[CH:6]=[CH:5][C:4]=1[CH2:13][CH2:14][CH2:15]O.S([O-])(=O)(=O)C.[F:24][C:25]1[C:30]([F:31])=[CH:29][CH:28]=[CH:27][C:26]=1[C:32]1[N:40]=[C:35]2[CH:36]=[N:37][NH:38][CH:39]=[C:34]2[N:33]=1, predict the reaction product. The product is: [F:1][C:2]([F:18])([F:17])[C:3]1[CH:8]=[C:7]([C:9]([F:12])([F:11])[F:10])[CH:6]=[CH:5][C:4]=1[CH2:13][CH2:14][CH2:15][N:37]1[CH:36]=[C:35]2[N:40]=[C:32]([C:26]3[CH:27]=[CH:28][CH:29]=[C:30]([F:31])[C:25]=3[F:24])[N:33]=[C:34]2[CH:39]=[N:38]1. (6) Given the reactants [H-].[Na+].[OH:3][C:4]1[CH:5]=[N:6][CH:7]=[CH:8][CH:9]=1.[CH3:10][O:11][C:12](=[O:35])[C@H:13]([CH2:31][CH2:32][S:33][CH3:34])[NH:14][C:15](=[O:30])[C:16]1[CH:21]=[CH:20][C:19]([CH2:22]Br)=[CH:18][C:17]=1[C:24]1[CH:29]=[CH:28][CH:27]=[CH:26][CH:25]=1.[OH-].[Na+], predict the reaction product. The product is: [CH3:10][O:11][C:12](=[O:35])[C@H:13]([CH2:31][CH2:32][S:33][CH3:34])[NH:14][C:15](=[O:30])[C:16]1[CH:21]=[CH:20][C:19]([CH2:22][O:3][C:4]2[CH:5]=[N:6][CH:7]=[CH:8][CH:9]=2)=[CH:18][C:17]=1[C:24]1[CH:29]=[CH:28][CH:27]=[CH:26][CH:25]=1. (7) Given the reactants [Mg].[CH3:2][CH:3]([CH2:5][AlH][CH2:2][CH:3]([CH3:5])[CH3:4])[CH3:4].ClCC(C)=C.[Cl:16][CH2:17][CH2:18][C:19]([C:21]1[CH:26]=[CH:25][CH:24]=[CH:23][CH:22]=1)=[O:20].Cl, predict the reaction product. The product is: [Cl:16][CH2:17][CH2:18][C:19]([C:21]1[CH:26]=[CH:25][CH:24]=[CH:23][CH:22]=1)([OH:20])[CH2:4][C:3]([CH3:5])=[CH2:2]. (8) Given the reactants [C:1]([O:5][C:6]([N:8]1[CH2:13][CH2:12][C@:11]([OH:26])([C:14]2[CH:19]=[CH:18][C:17]([CH2:20][O:21][CH2:22][CH2:23][O:24][CH3:25])=[CH:16][CH:15]=2)[C@@H:10]([O:27][CH2:28][C:29]2[CH:30]=[CH:31][C:32]3[O:37][CH2:36][C:35](=O)[N:34]([CH2:39][CH2:40][CH2:41][O:42][CH3:43])[C:33]=3[CH:44]=2)[CH2:9]1)=[O:7])([CH3:4])([CH3:3])[CH3:2].B.C1COCC1.CO, predict the reaction product. The product is: [C:1]([O:5][C:6]([N:8]1[CH2:13][CH2:12][C@:11]([OH:26])([C:14]2[CH:15]=[CH:16][C:17]([CH2:20][O:21][CH2:22][CH2:23][O:24][CH3:25])=[CH:18][CH:19]=2)[C@@H:10]([O:27][CH2:28][C:29]2[CH:30]=[CH:31][C:32]3[O:37][CH2:36][CH2:35][N:34]([CH2:39][CH2:40][CH2:41][O:42][CH3:43])[C:33]=3[CH:44]=2)[CH2:9]1)=[O:7])([CH3:3])([CH3:4])[CH3:2]. (9) Given the reactants [CH3:1][N:2]1[C:7](=[O:8])[CH:6]=[C:5]([N:9]2[CH2:14][CH2:13][O:12][CH2:11][CH2:10]2)[N:4]=[C:3]1[CH2:15][C:16]([O-:18])=O.[Na+].Cl.[CH3:21][CH:22]1[C:30]2[C:25](=[CH:26][CH:27]=[CH:28][CH:29]=2)[NH:24][CH2:23]1.Cl.CN(C)CCCN=C=NCC, predict the reaction product. The product is: [CH3:1][N:2]1[C:7](=[O:8])[CH:6]=[C:5]([N:9]2[CH2:10][CH2:11][O:12][CH2:13][CH2:14]2)[N:4]=[C:3]1[CH2:15][C:16]([N:24]1[C:25]2[C:30](=[CH:29][CH:28]=[CH:27][CH:26]=2)[CH:22]([CH3:21])[CH2:23]1)=[O:18].